From a dataset of Catalyst prediction with 721,799 reactions and 888 catalyst types from USPTO. Predict which catalyst facilitates the given reaction. Reactant: C([NH:5][S:6]([C:9]1[CH:14]=[CH:13][CH:12]=[C:11]([C:15]2[CH:20]=[C:19]([C:21]3[N:26]=[C:25]([C:27]4[CH:32]=[CH:31][C:30]([C:33]([F:36])([F:35])[F:34])=[C:29]([O:37][CH2:38][C:39]([F:42])([F:41])[F:40])[CH:28]=4)[CH:24]=[C:23]([C:43]([F:46])([F:45])[F:44])[N:22]=3)[CH:18]=[CH:17][N:16]=2)[CH:10]=1)(=[O:8])=[O:7])(C)(C)C.C(O)(C(F)(F)F)=O. Product: [F:42][C:39]([F:40])([F:41])[CH2:38][O:37][C:29]1[CH:28]=[C:27]([C:25]2[CH:24]=[C:23]([C:43]([F:45])([F:46])[F:44])[N:22]=[C:21]([C:19]3[CH:18]=[CH:17][N:16]=[C:15]([C:11]4[CH:10]=[C:9]([S:6]([NH2:5])(=[O:8])=[O:7])[CH:14]=[CH:13][CH:12]=4)[CH:20]=3)[N:26]=2)[CH:32]=[CH:31][C:30]=1[C:33]([F:34])([F:36])[F:35]. The catalyst class is: 4.